From a dataset of Peptide-MHC class I binding affinity with 185,985 pairs from IEDB/IMGT. Regression. Given a peptide amino acid sequence and an MHC pseudo amino acid sequence, predict their binding affinity value. This is MHC class I binding data. (1) The peptide sequence is TTTGEIGAI. The MHC is HLA-A26:01 with pseudo-sequence HLA-A26:01. The binding affinity (normalized) is 0.208. (2) The binding affinity (normalized) is 0.479. The MHC is HLA-A68:02 with pseudo-sequence HLA-A68:02. The peptide sequence is MIIGEPIIVA. (3) The peptide sequence is SMLCWLGMT. The MHC is HLA-B15:01 with pseudo-sequence HLA-B15:01. The binding affinity (normalized) is 0.0847. (4) The MHC is Patr-A0701 with pseudo-sequence Patr-A0701. The binding affinity (normalized) is 0.354. The peptide sequence is FYHLPLHPA.